Dataset: Catalyst prediction with 721,799 reactions and 888 catalyst types from USPTO. Task: Predict which catalyst facilitates the given reaction. (1) Reactant: [CH2:1]([N:6]1[C:14]2[C:9](=[CH:10][CH:11]=[CH:12][CH:13]=2)[C:8]2([C:18]3[CH:19]=[N:20][CH:21]=[CH:22][C:17]=3[O:16][CH2:15]2)[C:7]1=[O:23])[CH2:2][CH2:3][CH2:4][CH3:5].ClC1C=C(C=CC=1)C(OO)=[O:29].C(=O)(O)[O-].[Na+]. Product: [CH2:1]([N:6]1[C:14]2[C:9](=[CH:10][CH:11]=[CH:12][CH:13]=2)[C:8]2([C:18]3[CH:19]=[N+:20]([O-:29])[CH:21]=[CH:22][C:17]=3[O:16][CH2:15]2)[C:7]1=[O:23])[CH2:2][CH2:3][CH2:4][CH3:5]. The catalyst class is: 4. (2) Reactant: [CH2:1]([O:8][C:9]1[CH:10]=[CH:11][C:12]([C@H:20]([OH:23])[CH2:21]Cl)=[C:13]2[C:18]=1[NH:17][C:16](=[O:19])[CH:15]=[CH:14]2)[C:2]1[CH:7]=[CH:6][CH:5]=[CH:4][CH:3]=1.C([O-])([O-])=O.[K+].[K+]. Product: [CH2:1]([O:8][C:9]1[CH:10]=[CH:11][C:12]([C@H:20]2[CH2:21][O:23]2)=[C:13]2[C:18]=1[NH:17][C:16](=[O:19])[CH:15]=[CH:14]2)[C:2]1[CH:7]=[CH:6][CH:5]=[CH:4][CH:3]=1. The catalyst class is: 21. (3) Reactant: C(OC([N:8]([C:47]([O:49][C:50]([CH3:53])([CH3:52])[CH3:51])=[O:48])[C:9]1[N:10]=[CH:11][C:12]([C:36]2[CH2:41][CH2:40][CH:39](CS([O-])(=O)=O)[CH2:38][CH:37]=2)=[N:13][C:14]=1[C:15]1[O:16][C:17]([C:20]2[CH:25]=[CH:24][C:23]([CH2:26][N:27]([C:29]([O:31][C:32]([CH3:35])([CH3:34])[CH3:33])=[O:30])[CH3:28])=[CH:22][CH:21]=2)=[N:18][N:19]=1)=O)(C)(C)C.[N-:54]=[N+:55]=[N-:56].[Na+]. Product: [N:54]([CH:39]1[CH2:40][CH2:41][C:36]([C:12]2[N:13]=[C:14]([C:15]3[O:16][C:17]([C:20]4[CH:25]=[CH:24][C:23]([CH2:26][N:27]([CH3:28])[C:29](=[O:30])[O:31][C:32]([CH3:33])([CH3:35])[CH3:34])=[CH:22][CH:21]=4)=[N:18][N:19]=3)[C:9]([NH:8][C:47]([O:49][C:50]([CH3:52])([CH3:51])[CH3:53])=[O:48])=[N:10][CH:11]=2)=[CH:37][CH2:38]1)=[N+:55]=[N-:56]. The catalyst class is: 3.